This data is from Full USPTO retrosynthesis dataset with 1.9M reactions from patents (1976-2016). The task is: Predict the reactants needed to synthesize the given product. Given the product [N:24]1[CH:23]=[CH:22][N:20]2[CH:21]=[C:16]([CH2:15][C:12]3[N:10]4[N:11]=[C:6]([NH:4][CH2:3][CH2:1][OH:2])[CH:7]=[CH:8][C:9]4=[N:14][CH:13]=3)[CH:17]=[CH:18][C:19]=12, predict the reactants needed to synthesize it. The reactants are: [CH2:1]([CH2:3][NH2:4])[OH:2].Cl[C:6]1[CH:7]=[CH:8][C:9]2[N:10]([C:12]([CH2:15][C:16]3[CH:17]=[CH:18][C:19]4[N:20]([CH:22]=[CH:23][N:24]=4)[CH:21]=3)=[CH:13][N:14]=2)[N:11]=1.[F-].[K+].